From a dataset of Full USPTO retrosynthesis dataset with 1.9M reactions from patents (1976-2016). Predict the reactants needed to synthesize the given product. (1) Given the product [F:1][C:2]1[CH:3]=[C:4]2[N:10]=[CH:9][N:8]([CH2:11][C:12]3[CH:23]=[CH:22][C:15]4[N:16]=[C:17]([NH:25][C@@H:26]5[CH2:31][CH2:30][CH2:29][CH2:28][C@@H:27]5[OH:32])[S:18][C:14]=4[CH:13]=3)[C:5]2=[N:6][CH:7]=1, predict the reactants needed to synthesize it. The reactants are: [F:1][C:2]1[CH:3]=[C:4]2[N:10]=[CH:9][N:8]([CH2:11][C:12]3[CH:23]=[CH:22][C:15]4[N:16]=[C:17](S(C)=O)[S:18][C:14]=4[CH:13]=3)[C:5]2=[N:6][CH:7]=1.Cl.[NH2:25][C@@H:26]1[CH2:31][CH2:30][CH2:29][CH2:28][C@@H:27]1[OH:32].CCN(C(C)C)C(C)C. (2) Given the product [CH3:18][C:15]1([CH3:19])[O:14][C@@H:13]([CH2:12][O:11][C:10]2[CH:20]=[CH:21][C:7]([CH:29]=[O:30])=[C:8]([C:22]([F:25])([F:24])[F:23])[CH:9]=2)[CH2:17][O:16]1, predict the reactants needed to synthesize it. The reactants are: [Li]CCCC.Br[C:7]1[CH:21]=[CH:20][C:10]([O:11][CH2:12][C@H:13]2[CH2:17][O:16][C:15]([CH3:19])([CH3:18])[O:14]2)=[CH:9][C:8]=1[C:22]([F:25])([F:24])[F:23].CN([CH:29]=[O:30])C. (3) The reactants are: [C:1]([O:5][C:6]([N:8]1[CH2:12][CH2:11][CH:10]([CH:13]([OH:20])[C:14]2[CH:19]=[CH:18][CH:17]=[CH:16][CH:15]=2)[CH2:9]1)=[O:7])([CH3:4])([CH3:3])[CH3:2].I[C:22]1[CH:27]=[CH:26][CH:25]=[CH:24][C:23]=1[CH3:28].N1C2C(=CC=C3C=2N=CC=C3)C=CC=1.C([O-])([O-])=O.[Cs+].[Cs+]. Given the product [C:1]([O:5][C:6]([N:8]1[CH2:12][CH2:11][CH:10]([CH:13]([C:14]2[CH:15]=[CH:16][CH:17]=[CH:18][CH:19]=2)[O:20][C:22]2[CH:27]=[CH:26][CH:25]=[CH:24][C:23]=2[CH3:28])[CH2:9]1)=[O:7])([CH3:4])([CH3:2])[CH3:3], predict the reactants needed to synthesize it. (4) Given the product [CH3:14][O:15][C:16]1[CH:17]=[C:18]([CH:19]=[CH:20][C:21]=1[O:22][CH3:23])[CH2:24][CH2:25][C:26]1[O:11][C:10]([C:8]2[CH:7]=[CH:6][C:5]3[NH:1][CH:2]=[N:3][C:4]=3[CH:9]=2)=[N:12][N:13]=1, predict the reactants needed to synthesize it. The reactants are: [N:1]1[C:5]2[CH:6]=[CH:7][C:8]([C:10]([NH:12][NH2:13])=[O:11])=[CH:9][C:4]=2[NH:3][CH:2]=1.[CH3:14][O:15][C:16]1[CH:17]=[C:18]([CH2:24][CH2:25][C:26](Cl)=O)[CH:19]=[CH:20][C:21]=1[O:22][CH3:23].O=P(Cl)(Cl)Cl. (5) Given the product [Br:14][C:10]1[CH:9]=[C:8]2[C:13](=[CH:12][CH:11]=1)[NH:5][C:6](=[O:20])[C:7]12[O:19][CH2:18][CH2:17][CH2:16][O:15]1, predict the reactants needed to synthesize it. The reactants are: NCCC[N:5]1[C:13]2[C:8](=[CH:9][C:10]([Br:14])=[CH:11][CH:12]=2)[C:7]2([O:19][CH2:18][CH2:17][CH2:16][O:15]2)[C:6]1=[O:20].N. (6) Given the product [I:33][C:27]1[CH:26]=[C:25]([CH:22]2[CH:21]3[CH:23]2[CH2:24][CH:19]([OH:18])[CH2:20]3)[N:29]([CH:30]([CH3:32])[CH3:31])[N:28]=1, predict the reactants needed to synthesize it. The reactants are: [Si]([O:18][CH:19]1[CH2:24][CH:23]2[CH:21]([CH:22]2[C:25]2[N:29]([CH:30]([CH3:32])[CH3:31])[N:28]=[C:27]([I:33])[CH:26]=2)[CH2:20]1)(C(C)(C)C)(C1C=CC=CC=1)C1C=CC=CC=1.F.F.F.C(N(CC)CC)C.C(=O)(O)[O-].[Na+]. (7) Given the product [OH:39][C:35]1[CH:34]=[C:33]([CH:38]=[CH:37][CH:36]=1)[CH2:32][N:19]([S:20]([C:23]1[C:28]([CH3:29])=[CH:27][C:26]([CH3:30])=[CH:25][C:24]=1[CH3:31])(=[O:22])=[O:21])[C:16]1[CH:15]=[CH:14][C:13]([CH:12]=[CH:11][C:10]([NH:9][CH2:8][CH2:7][C:4]2[CH:5]=[CH:6][N:1]=[CH:2][CH:3]=2)=[O:46])=[CH:18][CH:17]=1, predict the reactants needed to synthesize it. The reactants are: [N:1]1[CH:6]=[CH:5][C:4]([CH2:7][CH2:8][NH:9][C:10](=[O:46])[CH:11]=[CH:12][C:13]2[CH:18]=[CH:17][C:16]([N:19]([CH2:32][C:33]3[CH:38]=[CH:37][CH:36]=[C:35]([O:39]C4CCCCO4)[CH:34]=3)[S:20]([C:23]3[C:28]([CH3:29])=[CH:27][C:26]([CH3:30])=[CH:25][C:24]=3[CH3:31])(=[O:22])=[O:21])=[CH:15][CH:14]=2)=[CH:3][CH:2]=1.Cl.C(=O)(O)[O-].[Na+]. (8) Given the product [CH:21]1([CH2:20][N:7]2[C:8](=[O:19])[C:9]3[C:14](=[CH:13][C:12]([C:15]([F:17])([F:18])[F:16])=[CH:11][CH:10]=3)[CH:6]2[CH2:5][C:4]([OH:24])=[O:3])[CH2:23][CH2:22]1, predict the reactants needed to synthesize it. The reactants are: C([O:3][C:4](=[O:24])[CH2:5][CH:6]1[C:14]2[C:9](=[CH:10][CH:11]=[C:12]([C:15]([F:18])([F:17])[F:16])[CH:13]=2)[C:8](=[O:19])[N:7]1[CH2:20][CH:21]1[CH2:23][CH2:22]1)C.[OH-].[Na+].